Predict the reactants needed to synthesize the given product. From a dataset of Full USPTO retrosynthesis dataset with 1.9M reactions from patents (1976-2016). (1) Given the product [NH2:20][C:3]1[CH:4]=[C:5]([CH:6]=[C:7]([CH2:8][CH2:9][CH2:10][N:11]2[CH2:16][CH2:15][N:14]([CH3:17])[CH2:13][CH2:12]2)[C:2]=1[Cl:1])[C:18]#[N:19].[C:28]([OH:34])([C:30]([F:33])([F:32])[F:31])=[O:29], predict the reactants needed to synthesize it. The reactants are: [Cl:1][C:2]1[C:7]([CH2:8][CH2:9][CH2:10][N:11]2[CH2:16][CH2:15][N:14]([CH3:17])[CH2:13][CH2:12]2)=[CH:6][C:5]([C:18]#[N:19])=[CH:4][C:3]=1[NH:20]C(=O)OC(C)(C)C.[C:28]([OH:34])([C:30]([F:33])([F:32])[F:31])=[O:29]. (2) Given the product [C:1]([O:5][C:6]([N:8]1[CH2:12][C@@H:11]([CH2:13][N:14]([CH:31]([CH3:32])[CH3:33])[C:15](=[O:30])[C:16]2[CH:21]=[CH:20][C:19]([O:22][CH3:23])=[C:18]([O:24][CH2:25][CH2:26][CH2:27][O:28][CH3:29])[CH:17]=2)[C@H:10]([NH:34][CH:53]([C:52](=[O:56])[NH:51][CH2:44][C:45]2[CH:50]=[CH:49][CH:48]=[CH:47][CH:46]=2)[CH3:54])[CH2:9]1)=[O:7])([CH3:3])([CH3:4])[CH3:2], predict the reactants needed to synthesize it. The reactants are: [C:1]([O:5][C:6]([N:8]1[CH2:12][C@@H:11]([CH2:13][N:14]([CH:31]([CH3:33])[CH3:32])[C:15](=[O:30])[C:16]2[CH:21]=[CH:20][C:19]([O:22][CH3:23])=[C:18]([O:24][CH2:25][CH2:26][CH2:27][O:28][CH3:29])[CH:17]=2)[C@H:10]([NH2:34])[CH2:9]1)=[O:7])([CH3:4])([CH3:3])[CH3:2].CCN(C(C)C)C(C)C.[CH2:44]([NH:51][C:52](=[O:56])[CH:53](Br)[CH3:54])[C:45]1[CH:50]=[CH:49][CH:48]=[CH:47][CH:46]=1.C([O-])(O)=O.[Na+]. (3) Given the product [C:1]([NH:6][CH:7]1[CH2:13][CH:10]([CH2:11][OH:12])[CH:9]=[CH:8]1)(=[O:5])[CH:2]([CH3:4])[CH3:3], predict the reactants needed to synthesize it. The reactants are: [C:1]([N:6]1[C:11](=[O:12])[CH:10]2[CH2:13][CH:7]1[CH:8]=[CH:9]2)(=[O:5])[CH:2]([CH3:4])[CH3:3].[BH4-].[Na+].Cl.[OH-].[Na+]. (4) Given the product [CH:1]1([C:4]2[N:8]([CH3:9])[C:7]3[CH:10]=[C:11]([N:14]4[CH:19]=[CH:18][C:17]([O:20][CH2:30][C:27]5[CH:28]=[CH:29][C:24]([O:23][CH3:22])=[CH:25][CH:26]=5)=[CH:16][C:15]4=[O:21])[CH:12]=[CH:13][C:6]=3[N:5]=2)[CH2:2][CH2:3]1, predict the reactants needed to synthesize it. The reactants are: [CH:1]1([C:4]2[N:8]([CH3:9])[C:7]3[CH:10]=[C:11]([N:14]4[CH:19]=[CH:18][C:17]([OH:20])=[CH:16][C:15]4=[O:21])[CH:12]=[CH:13][C:6]=3[N:5]=2)[CH2:3][CH2:2]1.[CH3:22][O:23][C:24]1[CH:29]=[CH:28][C:27]([CH2:30]O)=[CH:26][CH:25]=1.C(P(CCCC)CCCC)CCC.N(C(N1CCCCC1)=O)=NC(N1CCCCC1)=O. (5) Given the product [CH2:1]([O:8][C:9]1[CH:10]=[C:11]2[C:12](=[CH:16][C:17]=1[O:18][CH3:19])[C:13](=[O:14])[NH:22][C:21]([NH:23][C:24]1[CH:28]=[C:27]([CH3:29])[NH:26][N:25]=1)=[CH:20]2)[C:2]1[CH:7]=[CH:6][CH:5]=[CH:4][CH:3]=1, predict the reactants needed to synthesize it. The reactants are: [CH2:1]([O:8][C:9]1[C:17]([O:18][CH3:19])=[CH:16][C:12]([C:13](O)=[O:14])=[C:11]([CH2:20][C:21]#[N:22])[CH:10]=1)[C:2]1[CH:7]=[CH:6][CH:5]=[CH:4][CH:3]=1.[NH2:23][C:24]1[CH:28]=[C:27]([CH3:29])[NH:26][N:25]=1. (6) Given the product [Br:18][C:19]1[CH:25]=[CH:24][C:22]([NH:23][C:16]([NH:15][C:12]2[CH:11]=[CH:10][C:9]([O:8][C:6]3[CH:7]=[C:2]([Cl:1])[N:3]=[CH:4][N:5]=3)=[CH:14][CH:13]=2)=[O:17])=[CH:21][C:20]=1[C:26]([F:27])([F:28])[F:29], predict the reactants needed to synthesize it. The reactants are: [Cl:1][C:2]1[CH:7]=[C:6]([O:8][C:9]2[CH:14]=[CH:13][C:12]([N:15]=[C:16]=[O:17])=[CH:11][CH:10]=2)[N:5]=[CH:4][N:3]=1.[Br:18][C:19]1[CH:25]=[CH:24][C:22]([NH2:23])=[CH:21][C:20]=1[C:26]([F:29])([F:28])[F:27].